From a dataset of Catalyst prediction with 721,799 reactions and 888 catalyst types from USPTO. Predict which catalyst facilitates the given reaction. (1) Reactant: C([NH:4][C:5]1[C:6]([F:26])=[CH:7][C:8]([Cl:25])=[C:9]([CH:24]=1)[O:10][C:11]1[CH:23]=[CH:22][CH:21]=[CH:20][C:12]=1[O:13][CH2:14][C:15]([O:17][CH2:18][CH3:19])=[O:16])(=O)C. Product: [NH2:4][C:5]1[C:6]([F:26])=[CH:7][C:8]([Cl:25])=[C:9]([CH:24]=1)[O:10][C:11]1[CH:23]=[CH:22][CH:21]=[CH:20][C:12]=1[O:13][CH2:14][C:15]([O:17][CH2:18][CH3:19])=[O:16]. The catalyst class is: 5. (2) Product: [SH:13][C:5]1[C:4]([N+:1]([O-:3])=[O:2])=[CH:9][CH:8]=[CH:7][N:6]=1. The catalyst class is: 8. Reactant: [N+:1]([C:4]1[C:5](Cl)=[N:6][CH:7]=[CH:8][CH:9]=1)([O-:3])=[O:2].NC(N)=[S:13].